Predict the reaction yield, written as a fraction of the theoretical maximum amount of product (1.0 means a 100% yield; for example, 0.34 means a 34% yield). From a dataset of Reaction yield outcomes from USPTO patents with 853,638 reactions. (1) The reactants are I[C:2]1[CH:3]=[C:4]2[C:9](=[CH:10][CH:11]=1)[O:8][CH2:7][CH2:6][C@@H:5]2[NH:12][C:13](=[O:19])[O:14][C:15]([CH3:18])([CH3:17])[CH3:16].[B:20]1([B:20]2[O:24][C:23]([CH3:26])([CH3:25])[C:22]([CH3:28])([CH3:27])[O:21]2)[O:24][C:23]([CH3:26])([CH3:25])[C:22]([CH3:28])([CH3:27])[O:21]1.C([O-])(=O)C.[K+].ClCCl. The catalyst is CS(C)=O.C(OCC)C. The product is [CH3:27][C:22]1([CH3:28])[C:23]([CH3:26])([CH3:25])[O:24][B:20]([C:2]2[CH:3]=[C:4]3[C:9](=[CH:10][CH:11]=2)[O:8][CH2:7][CH2:6][C@@H:5]3[NH:12][C:13](=[O:19])[O:14][C:15]([CH3:18])([CH3:17])[CH3:16])[O:21]1. The yield is 0.980. (2) The reactants are [CH3:1][O:2][CH:3]1[CH2:6][N:5]([C:7]2[CH:12]=[CH:11][C:10]([C@H:13]([C:25]3[CH:30]=[CH:29][CH:28]=[CH:27][C:26]=3[CH3:31])[CH2:14]/[C:15](/[C:18]3[CH:23]=[CH:22][N:21]=[C:20]([CH3:24])[CH:19]=3)=[N:16]\[OH:17])=[CH:9][CH:8]=2)[CH2:4]1.[ClH:32].C(=O)([O-])O.[Na+].[Cl-].[NH4+]. The catalyst is O1CCOCC1.C(OCC)(=O)C. The product is [Cl:32][CH2:4][CH:3]([O:2][CH3:1])[CH2:6][NH:5][C:7]1[CH:12]=[CH:11][C:10]([C@H:13]([C:25]2[CH:30]=[CH:29][CH:28]=[CH:27][C:26]=2[CH3:31])[CH2:14][C:15]([C:18]2[CH:23]=[CH:22][N:21]=[C:20]([CH3:24])[CH:19]=2)=[N:16][OH:17])=[CH:9][CH:8]=1. The yield is 0.890. (3) The reactants are N[C@@H:2]([CH2:7][CH2:8][Br:9])[C:3]([O:5][CH3:6])=[O:4].C(N(CC)CC)C.[CH3:17][C:18]([O:21][C:22](O[C:22]([O:21][C:18]([CH3:20])([CH3:19])[CH3:17])=[O:23])=[O:23])([CH3:20])[CH3:19]. The catalyst is C1COCC1. The product is [Br:9][CH2:8][CH2:7][C@H:2]([C:22]([O:21][C:18]([CH3:20])([CH3:19])[CH3:17])=[O:23])[C:3]([O:5][CH3:6])=[O:4]. The yield is 0.750.